Dataset: Reaction yield outcomes from USPTO patents with 853,638 reactions. Task: Predict the reaction yield, written as a fraction of the theoretical maximum amount of product (1.0 means a 100% yield; for example, 0.34 means a 34% yield). (1) The reactants are [Br:1][C:2]1[CH:15]=[CH:14][C:13]2[C:4](=[C:5]([C:27]3[CH:36]=[CH:35][C:34]4[C:29](=[CH:30][CH:31]=[CH:32][CH:33]=4)[CH:28]=3)[C:6]3[C:11]([C:12]=2[C:16]2[CH:25]=[CH:24][C:23]4[C:18](=[CH:19][CH:20]=[CH:21][CH:22]=4)[CH:17]=2)=[CH:10][C:9](Br)=[CH:8][CH:7]=3)[CH:3]=1.[C:37]1([C:43]2[NH:47][C:46]3[CH:48]=[CH:49][CH:50]=[CH:51][C:45]=3[N:44]=2)[CH:42]=[CH:41][CH:40]=[CH:39][CH:38]=1.C1C2C(=CC=C3C=2N=NC=C3)C=CC=1.C(=O)([O-])[O-].[Cs+].[Cs+]. The catalyst is CN(C)C=O.[Cu](I)I. The product is [Br:1][C:2]1[CH:15]=[CH:14][C:13]2[C:4](=[C:5]([C:27]3[CH:36]=[CH:35][C:34]4[C:29](=[CH:30][CH:31]=[CH:32][CH:33]=4)[CH:28]=3)[C:6]3[C:11]([C:12]=2[C:16]2[CH:25]=[CH:24][C:23]4[C:18](=[CH:19][CH:20]=[CH:21][CH:22]=4)[CH:17]=2)=[CH:10][C:9]([N:47]2[C:46]4[CH:48]=[CH:49][CH:50]=[CH:51][C:45]=4[N:44]=[C:43]2[C:37]2[CH:38]=[CH:39][CH:40]=[CH:41][CH:42]=2)=[CH:8][CH:7]=3)[CH:3]=1. The yield is 0.360. (2) The reactants are [CH3:1][O:2][C:3](=[O:33])[CH:4]([C:9]1[CH:10]=[C:11]([C:23]2[CH:28]=[CH:27][C:26]([C:29]([F:32])([F:31])[F:30])=[CH:25][CH:24]=2)[CH:12]=[C:13](OS(C(F)(F)F)(=O)=O)[CH:14]=1)[CH2:5][CH:6]([CH3:8])[CH3:7].[NH:34]1[C:43]2[C:38](=[CH:39][CH:40]=[CH:41][CH:42]=2)[CH2:37][CH2:36][CH2:35]1. No catalyst specified. The product is [CH3:1][O:2][C:3](=[O:33])[CH:4]([C:9]1[CH:10]=[C:11]([C:23]2[CH:24]=[CH:25][C:26]([C:29]([F:32])([F:30])[F:31])=[CH:27][CH:28]=2)[CH:12]=[C:13]([N:34]2[C:43]3[C:38](=[CH:39][CH:40]=[CH:41][CH:42]=3)[CH2:37][CH2:36][CH2:35]2)[CH:14]=1)[CH2:5][CH:6]([CH3:8])[CH3:7]. The yield is 0.250. (3) The reactants are [Cl:1][C:2]1[CH:26]=[CH:25][C:5]([CH2:6][C:7]2[N:8]=[C:9]([C:19]3[CH:24]=[CH:23][N:22]=[CH:21][CH:20]=3)[S:10][C:11]=2[C:12](=O)/[CH:13]=[CH:14]/N(C)C)=[CH:4][CH:3]=1.Cl.[NH2:28][C:29]([NH2:31])=[NH:30].[O-]CC.[Na+]. The catalyst is C(O)(C)C. The product is [Cl:1][C:2]1[CH:3]=[CH:4][C:5]([CH2:6][C:7]2[N:8]=[C:9]([C:19]3[CH:20]=[CH:21][N:22]=[CH:23][CH:24]=3)[S:10][C:11]=2[C:12]2[CH:13]=[CH:14][N:28]=[C:29]([NH2:31])[N:30]=2)=[CH:25][CH:26]=1. The yield is 0.620. (4) The product is [Cl:1][C:2]1[CH:7]=[CH:6][C:5]([O:8][CH2:13][CH2:14][CH:15]2[CH2:20][CH2:19][NH:18][CH2:17][CH2:16]2)=[CH:4][C:3]=1[N+:9]([O-:11])=[O:10]. The catalyst is CN(C)C=O. The yield is 0.560. The reactants are [Cl:1][C:2]1[CH:7]=[CH:6][C:5]([OH:8])=[CH:4][C:3]=1[N+:9]([O-:11])=[O:10].Cl[CH2:13][CH2:14][CH:15]1[CH2:20][CH2:19][NH:18][CH2:17][CH2:16]1.C([O-])([O-])=O.[Cs+].[Cs+].